From a dataset of Reaction yield outcomes from USPTO patents with 853,638 reactions. Predict the reaction yield, written as a fraction of the theoretical maximum amount of product (1.0 means a 100% yield; for example, 0.34 means a 34% yield). (1) The reactants are O.NN.[C:4]([O:8][C:9]([N:11]1[CH2:16][CH2:15][N:14]([C:17]([CH2:26][N:27]2C(=O)C3C(=CC=CC=3)C2=O)([C:22]([O:24][CH3:25])=[O:23])[C:18]([O:20][CH3:21])=[O:19])[CH2:13][CH2:12]1)=[O:10])([CH3:7])([CH3:6])[CH3:5]. The catalyst is CO. The product is [NH2:27][CH2:26][C:17]([N:14]1[CH2:13][CH2:12][N:11]([C:9]([O:8][C:4]([CH3:7])([CH3:6])[CH3:5])=[O:10])[CH2:16][CH2:15]1)([C:18]([O:20][CH3:21])=[O:19])[C:22]([O:24][CH3:25])=[O:23]. The yield is 0.500. (2) The product is [F:19][C:16]1[CH:17]=[CH:18][C:13]([O:11][C:2]2[CH:3]=[CH:4][C:5]3[C:10](=[CH:9][CH:8]=[CH:7][CH:6]=3)[CH:1]=2)=[C:14]([N+:20]([O-:22])=[O:21])[CH:15]=1.[F:23][C:24]1[CH:25]=[CH:26][C:27]([O:31][C:32]2[CH:41]=[CH:40][C:39]3[C:34](=[CH:35][CH:36]=[CH:37][CH:38]=3)[CH:33]=2)=[C:28]([NH:29][C:2]([NH:42][C:43]2[S:44][CH:45]=[CH:46][N:47]=2)=[O:11])[CH:30]=1. The reactants are [CH:1]1[C:10]2[C:5](=[CH:6][CH:7]=[CH:8][CH:9]=2)[CH:4]=[CH:3][C:2]=1[OH:11].F[C:13]1[CH:18]=[CH:17][C:16]([F:19])=[CH:15][C:14]=1[N+:20]([O-:22])=[O:21].[F:23][C:24]1[CH:25]=[CH:26][C:27]([O:31][C:32]2[CH:41]=[CH:40][C:39]3[C:34](=[CH:35][CH:36]=[CH:37][CH:38]=3)[CH:33]=2)=[C:28]([CH:30]=1)[NH2:29].[NH2:42][C:43]1[S:44][CH:45]=[CH:46][N:47]=1. No catalyst specified. The yield is 0.800. (3) The reactants are F[C:2]1[CH:7]=[CH:6][CH:5]=[CH:4][C:3]=1[N+:8]([O-:10])=[O:9].[C:11]([N:18]1[CH2:23][CH2:22][NH:21][CH2:20][CH2:19]1)([O:13][C:14]([CH3:17])([CH3:16])[CH3:15])=[O:12]. The catalyst is CCO. The product is [N+:8]([C:3]1[CH:4]=[CH:5][CH:6]=[CH:7][C:2]=1[N:21]1[CH2:20][CH2:19][N:18]([C:11]([O:13][C:14]([CH3:17])([CH3:16])[CH3:15])=[O:12])[CH2:23][CH2:22]1)([O-:10])=[O:9]. The yield is 1.00. (4) The reactants are CC1C=CC(S(O)(=O)=O)=CC=1.O.[CH2:13]([C:21]1[CH:30]=[CH:29][C:24]2[N:25]=[C:26](N)[S:27][C:23]=2[CH:22]=1)[CH2:14][CH2:15][CH2:16][CH2:17][CH2:18][CH2:19][CH3:20].N([O-])=O.[Na+].[K+].[Br-:36]. The catalyst is CC#N.O. The product is [Br:36][C:26]1[S:27][C:23]2[CH:22]=[C:21]([CH2:13][CH2:14][CH2:15][CH2:16][CH2:17][CH2:18][CH2:19][CH3:20])[CH:30]=[CH:29][C:24]=2[N:25]=1. The yield is 0.820. (5) The product is [C:1]([O:4][CH2:5][C@@H:6]1[C@@H:11]([O:12][C:13](=[O:15])[CH3:14])[CH:10]=[CH:9][C@@H:8]([C:24]2[CH:25]=[CH:26][C:21]([Cl:20])=[C:22]([OH:30])[CH:23]=2)[O:7]1)(=[O:3])[CH3:2]. The yield is 0.280. The catalyst is CC#N.CC([O-])=O.CC([O-])=O.[Pd+2]. The reactants are [C:1]([O:4][CH2:5][C@@H:6]1[C@@H:11]([O:12][C:13](=[O:15])[CH3:14])[C@H:10](OC(=O)C)[CH:9]=[CH:8][O:7]1)(=[O:3])[CH3:2].[Cl:20][C:21]1[CH:26]=[CH:25][C:24](B(O)O)=[CH:23][C:22]=1[OH:30]. (6) The reactants are [CH2:1](B1OC(C)(C)C(C)(C)O1)[C:2]1[CH:7]=[CH:6][CH:5]=[CH:4][CH:3]=1.Cl[C:18]1[CH:19]=[C:20]([C:33]2[N:38]=[C:37]([CH3:39])[N:36]=[C:35]([N:40]([CH2:50][C:51]3[CH:56]=[CH:55][C:54]([O:57][CH3:58])=[CH:53][CH:52]=3)[CH2:41][C:42]3[CH:47]=[CH:46][C:45]([O:48][CH3:49])=[CH:44][CH:43]=3)[N:34]=2)[C:21]([NH:24][C:25]2[CH:26]=[N:27][C:28]([O:31][CH3:32])=[CH:29][CH:30]=2)=[N:22][CH:23]=1.C1(P(C2CCCCC2)C2C=CC=CC=2C2C(C(C)C)=CC(C(C)C)=CC=2C(C)C)CCCCC1.C(=O)([O-])[O-].[Na+].[Na+]. The catalyst is C1C=CC(/C=C/C(/C=C/C2C=CC=CC=2)=O)=CC=1.C1C=CC(/C=C/C(/C=C/C2C=CC=CC=2)=O)=CC=1.C1C=CC(/C=C/C(/C=C/C2C=CC=CC=2)=O)=CC=1.[Pd].[Pd].O.O1CCOCC1. The product is [CH2:1]([C:18]1[CH:19]=[C:20]([C:33]2[N:38]=[C:37]([CH3:39])[N:36]=[C:35]([N:40]([CH2:50][C:51]3[CH:56]=[CH:55][C:54]([O:57][CH3:58])=[CH:53][CH:52]=3)[CH2:41][C:42]3[CH:47]=[CH:46][C:45]([O:48][CH3:49])=[CH:44][CH:43]=3)[N:34]=2)[C:21]([NH:24][C:25]2[CH:26]=[N:27][C:28]([O:31][CH3:32])=[CH:29][CH:30]=2)=[N:22][CH:23]=1)[C:2]1[CH:7]=[CH:6][CH:5]=[CH:4][CH:3]=1. The yield is 0.628.